This data is from Peptide-MHC class II binding affinity with 134,281 pairs from IEDB. The task is: Regression. Given a peptide amino acid sequence and an MHC pseudo amino acid sequence, predict their binding affinity value. This is MHC class II binding data. (1) The binding affinity (normalized) is 0.722. The peptide sequence is TRKYLPAIVREAIKR. The MHC is DRB1_1101 with pseudo-sequence DRB1_1101. (2) The peptide sequence is LTKKGNVWEVKSSKP. The MHC is DRB1_0701 with pseudo-sequence DRB1_0701. The binding affinity (normalized) is 0.243. (3) The peptide sequence is YDKSLANVSTVLTGK. The MHC is DRB1_0101 with pseudo-sequence DRB1_0101. The binding affinity (normalized) is 0.799. (4) The peptide sequence is SQDLELAWNLNGLQAY. The MHC is DRB1_0802 with pseudo-sequence DRB1_0802. The binding affinity (normalized) is 0.476.